Predict the reactants needed to synthesize the given product. From a dataset of Full USPTO retrosynthesis dataset with 1.9M reactions from patents (1976-2016). (1) Given the product [Br:1][CH2:28][C:27]([C:30]1[CH:35]=[CH:34][CH:33]=[CH:32][CH:31]=1)=[CH2:29], predict the reactants needed to synthesize it. The reactants are: [Br:1]N1C(=O)CCC1=O.C(OOC(=O)C1C=CC=CC=1)(=O)C1C=CC=CC=1.[C:27]([C:30]1[CH:35]=[CH:34][CH:33]=[CH:32][CH:31]=1)([CH3:29])=[CH2:28]. (2) Given the product [Br:1][C:2]1[CH:7]=[N:6][C:5]([O:8][CH3:9])=[C:4]2[NH:10][CH:17]=[CH:18][C:3]=12, predict the reactants needed to synthesize it. The reactants are: [Br:1][C:2]1[CH:3]=[C:4]([N+:10]([O-])=O)[C:5]([O:8][CH3:9])=[N:6][CH:7]=1.[Br-].[Mg+2].[Br-].O1CC[CH2:18][CH2:17]1. (3) Given the product [CH:16]([C:15]1[C:19](=[O:21])[O:20][CH:3]([C:2]([F:13])([F:12])[F:1])[N:14]=1)([CH3:18])[CH3:17], predict the reactants needed to synthesize it. The reactants are: [F:1][C:2]([F:13])([F:12])[C:3](O[C:3](=O)[C:2]([F:13])([F:12])[F:1])=O.[NH2:14][CH:15]([C:19]([OH:21])=[O:20])[CH:16]([CH3:18])[CH3:17]. (4) Given the product [OH:8][C:9]1[C:14]([NH:15][C:16](=[O:21])[C:17]([F:18])([F:19])[F:20])=[CH:13][C:12]([CH2:22][CH2:23][C:24]([O:26][CH3:27])=[O:25])=[CH:11][C:10]=1[C:28]1[CH:37]=[CH:36][C:35]2[C:30](=[CH:31][CH:32]=[CH:33][CH:34]=2)[CH:29]=1, predict the reactants needed to synthesize it. The reactants are: C([O:8][C:9]1[C:14]([NH:15][C:16](=[O:21])[C:17]([F:20])([F:19])[F:18])=[CH:13][C:12]([CH2:22][CH2:23][C:24]([O:26][CH3:27])=[O:25])=[CH:11][C:10]=1[C:28]1[CH:37]=[CH:36][C:35]2[C:30](=[CH:31][CH:32]=[CH:33][CH:34]=2)[CH:29]=1)C1C=CC=CC=1. (5) Given the product [C:34]([O:33][C:31](=[O:32])[N:21]([CH2:20][C@H:17]1[CH2:16][CH2:15][C@H:14]([O:13][CH2:12][CH2:11][CH2:10][CH2:9][O:8][CH2:1][C:2]2[CH:3]=[CH:4][CH:5]=[CH:6][CH:7]=2)[CH2:19][CH2:18]1)[CH3:22])([CH3:35])([CH3:36])[CH3:37], predict the reactants needed to synthesize it. The reactants are: [CH2:1]([O:8][CH2:9][CH2:10][CH2:11][CH2:12][O:13][C@H:14]1[CH2:19][CH2:18][C@H:17]([CH2:20][NH:21][CH3:22])[CH2:16][CH2:15]1)[C:2]1[CH:7]=[CH:6][CH:5]=[CH:4][CH:3]=1.[C:34]([O:33][C:31](O[C:31]([O:33][C:34]([CH3:37])([CH3:36])[CH3:35])=[O:32])=[O:32])([CH3:37])([CH3:36])[CH3:35].O.C(N(CC)CC)C. (6) Given the product [CH3:1][C@H:2]1[CH2:7][C@@H:6]([CH3:8])[CH2:5][N:4]([C:9]([CH:11]2[CH2:19][C:18]3[C:13](=[CH:14][CH:15]=[CH:16][CH:17]=3)[N:12]2[C:21]2[N:26]=[CH:25][CH:24]=[CH:23][N:22]=2)=[O:10])[CH2:3]1, predict the reactants needed to synthesize it. The reactants are: [CH3:1][C@H:2]1[CH2:7][C@@H:6]([CH3:8])[CH2:5][N:4]([C:9]([CH:11]2[CH2:19][C:18]3[C:13](=[CH:14][CH:15]=[CH:16][CH:17]=3)[NH:12]2)=[O:10])[CH2:3]1.Cl[C:21]1[N:26]=[CH:25][CH:24]=[CH:23][N:22]=1.CC(C)([O-])C.[Na+].C(P(C(C)(C)C)C(C)(C)C)(C)(C)C. (7) Given the product [F:19][C:11]1[C:12]([N:14]2[CH2:18][CH2:17][CH2:16][CH2:15]2)=[CH:13][C:8]2[N:7]=[C:23]([C:25]3[CH:30]=[CH:29][CH:28]=[C:27]([C:31]4[O:35][N:34]=[C:33]([CH3:36])[CH:32]=4)[CH:26]=3)[CH2:22][C:21](=[O:37])[NH:20][C:9]=2[CH:10]=1, predict the reactants needed to synthesize it. The reactants are: C(OC(=O)[NH:7][C:8]1[CH:13]=[C:12]([N:14]2[CH2:18][CH2:17][CH2:16][CH2:15]2)[C:11]([F:19])=[CH:10][C:9]=1[NH:20][C:21](=[O:37])[CH2:22][C:23]([C:25]1[CH:30]=[CH:29][CH:28]=[C:27]([C:31]2[O:35][N:34]=[C:33]([CH3:36])[CH:32]=2)[CH:26]=1)=O)(C)(C)C.C(O)(C(F)(F)F)=O. (8) Given the product [F:18][C:19]1[CH:44]=[CH:43][C:22]2[C:23]([NH:26][C:27]([N:15]3[CH2:16][CH2:17][N:12]([C:10]4[S:9][N:8]=[C:7]([C:1]5[CH:2]=[CH:3][CH:4]=[CH:5][CH:6]=5)[N:11]=4)[CH2:13][CH2:14]3)=[O:28])=[N:24][O:25][C:21]=2[CH:20]=1, predict the reactants needed to synthesize it. The reactants are: [C:1]1([C:7]2[N:11]=[C:10]([N:12]3[CH2:17][CH2:16][NH:15][CH2:14][CH2:13]3)[S:9][N:8]=2)[CH:6]=[CH:5][CH:4]=[CH:3][CH:2]=1.[F:18][C:19]1[CH:44]=[CH:43][C:22]2[C:23]([N:26](C(OCC(Cl)(Cl)Cl)=O)[C:27](OCC(Cl)(Cl)Cl)=[O:28])=[N:24][O:25][C:21]=2[CH:20]=1.C(N(C(C)C)CC)(C)C.CS(C)=O. (9) Given the product [C:38]1([CH3:48])[CH:39]=[CH:40][C:41]([S:44]([OH:47])(=[O:45])=[O:46])=[CH:42][CH:43]=1.[C:1]([C:4]1[C:9]2[S:10][C:11]([C:14]([NH:16][C:17]3[CH:26]=[C:25]([CH2:27][N:28]4[CH2:32][CH2:31][C@@H:30]([OH:33])[CH2:29]4)[C:24]4[C:19](=[CH:20][CH:21]=[CH:22][CH:23]=4)[N:18]=3)=[O:15])=[C:12]([CH3:13])[C:8]=2[C:7]([CH2:34][O:35][CH3:36])=[CH:6][CH:5]=1)(=[O:3])[CH3:2], predict the reactants needed to synthesize it. The reactants are: [C:1]([C:4]1[C:9]2[S:10][C:11]([C:14]([NH:16][C:17]3[CH:26]=[C:25]([CH2:27][N:28]4[CH2:32][CH2:31][C@@H:30]([OH:33])[CH2:29]4)[C:24]4[C:19](=[CH:20][CH:21]=[CH:22][CH:23]=4)[N:18]=3)=[O:15])=[C:12]([CH3:13])[C:8]=2[C:7]([CH2:34][O:35][CH3:36])=[CH:6][CH:5]=1)(=[O:3])[CH3:2].O.[C:38]1([CH3:48])[CH:43]=[CH:42][C:41]([S:44]([OH:47])(=[O:46])=[O:45])=[CH:40][CH:39]=1.CO.